Dataset: Full USPTO retrosynthesis dataset with 1.9M reactions from patents (1976-2016). Task: Predict the reactants needed to synthesize the given product. Given the product [Cl:15][C:16]1[CH:17]=[C:18]([CH:41]=[CH:42][C:43]=1[Cl:44])[CH2:19][N:20]1[CH2:25][CH2:24][N:23]([CH2:26][CH:27]([C:5]2([CH:10]=[CH:11][CH:12]=[C:3]([O:2][CH3:1])[CH2:4]2)[CH2:6][NH:7][C:8]([NH2:52])=[S:9])[CH:28]([CH3:30])[CH3:29])[CH2:22][CH2:21]1, predict the reactants needed to synthesize it. The reactants are: [CH3:1][O:2][C:3]1[CH:4]=[C:5]([CH:10]=[CH:11][CH:12]=1)[CH2:6][N:7]=[C:8]=[S:9].Cl.Cl.[Cl:15][C:16]1[CH:17]=[C:18]([CH:41]=[CH:42][C:43]=1[Cl:44])[CH2:19][N:20]1[CH2:25][CH2:24][N:23]([CH2:26][C@@H:27](NC(=O)C2C=CC(C)=CC=2)[CH:28]([CH3:30])[CH3:29])[CH2:22][CH2:21]1.C([NH:52][C@H](C(O)=O)C(C)C)(OC(C)(C)C)=O.